From a dataset of Peptide-MHC class I binding affinity with 185,985 pairs from IEDB/IMGT. Regression. Given a peptide amino acid sequence and an MHC pseudo amino acid sequence, predict their binding affinity value. This is MHC class I binding data. (1) The binding affinity (normalized) is 0.714. The peptide sequence is YSKPWMAFF. The MHC is HLA-B57:01 with pseudo-sequence HLA-B57:01. (2) The peptide sequence is SMAMTCIAV. The MHC is HLA-A02:17 with pseudo-sequence HLA-A02:17. The binding affinity (normalized) is 0.602. (3) The peptide sequence is AIHTIIHSI. The MHC is HLA-A01:01 with pseudo-sequence HLA-A01:01. The binding affinity (normalized) is 0.150. (4) The peptide sequence is YRPPNAPIL. The MHC is Mamu-B17 with pseudo-sequence Mamu-B17. The binding affinity (normalized) is 0.0226. (5) The peptide sequence is AWLLNILTI. The MHC is HLA-A02:03 with pseudo-sequence HLA-A02:03. The binding affinity (normalized) is 0.806.